Predict the reactants needed to synthesize the given product. From a dataset of Full USPTO retrosynthesis dataset with 1.9M reactions from patents (1976-2016). (1) The reactants are: S(=O)(=O)(O)O.[Cl:6][C:7]1[CH:12]=[CH:11][C:10]([CH:13]([OH:18])[CH2:14][CH:15]2[CH2:17][O:16]2)=[CH:9][CH:8]=1.C([O-])(O)=O.[Na+]. Given the product [Cl:6][C:7]1[CH:12]=[CH:11][C:10]([CH:13]2[O:18][CH2:17][CH:15]([OH:16])[CH2:14]2)=[CH:9][CH:8]=1, predict the reactants needed to synthesize it. (2) Given the product [OH:39][C@H:36]1[CH2:37][CH2:38][NH:34][C@@H:35]1[C:40]([N:23]1[CH2:24][CH2:25][CH:20]([C:17]2[S:18][CH:19]=[C:15]([C:7]3[CH:6]=[CH:5][C:4]4[C:3]([CH3:26])([CH3:2])[CH2:12][CH2:11][C:10]([CH3:13])([CH3:14])[C:9]=4[CH:8]=3)[N:16]=2)[CH2:21][CH2:22]1)=[O:41], predict the reactants needed to synthesize it. The reactants are: Cl.[CH3:2][C:3]1([CH3:26])[CH2:12][CH2:11][C:10]([CH3:14])([CH3:13])[C:9]2[CH:8]=[C:7]([C:15]3[N:16]=[C:17]([CH:20]4[CH2:25][CH2:24][NH:23][CH2:22][CH2:21]4)[S:18][CH:19]=3)[CH:6]=[CH:5][C:4]1=2.C(OC([N:34]1[CH2:38][CH2:37][C@H:36]([OH:39])[C@H:35]1[C:40](O)=[O:41])=O)(C)(C)C. (3) Given the product [O:17]1[CH2:21][CH:22]1[CH2:23][O:16][C:13]1[CH:14]=[CH:15][C:9]2[S:8][C:7]([C:1]3[CH:2]=[CH:3][CH:4]=[CH:5][CH:6]=3)=[N:11][C:10]=2[CH:12]=1, predict the reactants needed to synthesize it. The reactants are: [C:1]1([C:7]2[S:8][C:9]3[CH:15]=[CH:14][C:13]([OH:16])=[CH:12][C:10]=3[N:11]=2)[CH:6]=[CH:5][CH:4]=[CH:3][CH:2]=1.[O:17]1[C:21]2[CH:22]=[CH:23]C=CC=2N=C1. (4) The reactants are: CO[CH2:3][N:4]([CH2:10][C:11]1[CH:16]=[CH:15][CH:14]=[CH:13][CH:12]=1)[CH2:5][Si](C)(C)C.[Cl:17][C:18]1[CH:23]=[CH:22][CH:21]=[C:20](/[CH:24]=[CH:25]/[N+:26]([O-:28])=[O:27])[CH:19]=1.FC(F)(F)C(O)=O. Given the product [CH2:10]([N:4]1[CH2:5][CH:25]([N+:26]([O-:28])=[O:27])[CH:24]([C:20]2[CH:21]=[CH:22][CH:23]=[C:18]([Cl:17])[CH:19]=2)[CH2:3]1)[C:11]1[CH:16]=[CH:15][CH:14]=[CH:13][CH:12]=1, predict the reactants needed to synthesize it. (5) Given the product [C:1]([O:5][C:6]([NH:8][C@@H:9]([C@H:22]([CH3:30])[CH2:23][CH2:24][CH2:25][CH:26]([CH3:29])[CH:27]=[CH2:28])[C:10]([N:12]1[CH2:16][C@H:15]([OH:17])[CH2:14][C@H:13]1[C:18]([OH:20])=[O:19])=[O:11])=[O:7])([CH3:4])([CH3:3])[CH3:2], predict the reactants needed to synthesize it. The reactants are: [C:1]([O:5][C:6]([NH:8][C@@H:9]([C@H:22]([CH3:30])[CH2:23][CH2:24][CH2:25][CH:26]([CH3:29])[CH:27]=[CH2:28])[C:10]([N:12]1[CH2:16][C@H:15]([OH:17])[CH2:14][C@H:13]1[C:18]([O:20]C)=[O:19])=[O:11])=[O:7])([CH3:4])([CH3:3])[CH3:2].CO.[Li+].[OH-]. (6) Given the product [CH3:19][O:20][C:21]1[CH:26]=[CH:25][C:24]([C:8]2[CH:13]=[CH:12][C:11]([CH2:14][C:15]([O:17][CH3:18])=[O:16])=[CH:10][CH:9]=2)=[CH:23][CH:22]=1, predict the reactants needed to synthesize it. The reactants are: C(=O)([O-])[O-].[Na+].[Na+].Br[C:8]1[CH:13]=[CH:12][C:11]([CH2:14][C:15]([O:17][CH3:18])=[O:16])=[CH:10][CH:9]=1.[CH3:19][O:20][C:21]1[CH:26]=[CH:25][C:24](B(O)O)=[CH:23][CH:22]=1.O. (7) Given the product [CH3:35][O:34][C:20]1[CH:19]=[C:18]([CH:23]=[CH:22][C:21]=1[O:24][CH2:25][C:26]1[CH:27]=[N:28][C:29]([O:32][CH3:33])=[CH:30][CH:31]=1)[CH2:17][N:8]1[C:5]2=[N:6][CH:7]=[C:2]([C:36]3[CH:41]=[CH:40][CH:39]=[CH:38][CH:37]=3)[CH:3]=[C:4]2[N:10]=[C:9]1[NH:11][C:12](=[O:16])[O:13][CH2:14][CH3:15], predict the reactants needed to synthesize it. The reactants are: I[C:2]1[CH:3]=[C:4]2[N:10]=[C:9]([NH:11][C:12](=[O:16])[O:13][CH2:14][CH3:15])[N:8]([CH2:17][C:18]3[CH:23]=[CH:22][C:21]([O:24][CH2:25][C:26]4[CH:27]=[N:28][C:29]([O:32][CH3:33])=[CH:30][CH:31]=4)=[C:20]([O:34][CH3:35])[CH:19]=3)[C:5]2=[N:6][CH:7]=1.[C:36]1(B(O)O)[CH:41]=[CH:40][CH:39]=[CH:38][CH:37]=1.C(=O)([O-])[O-].[Na+].[Na+]. (8) Given the product [Cl:1][C:2]1[CH:14]=[C:13]([Cl:15])[C:12]([O:16][C:17]2[N:21]([CH3:22])[N:20]=[C:19]([CH3:23])[C:18]=2/[CH:24]=[CH:25]/[CH2:26][O:27][C:31](=[O:32])[NH:30][CH2:28][CH3:29])=[CH:11][C:3]=1[O:4][C@@H:5]([CH3:10])[C:6]([O:8][CH3:9])=[O:7], predict the reactants needed to synthesize it. The reactants are: [Cl:1][C:2]1[CH:14]=[C:13]([Cl:15])[C:12]([O:16][C:17]2[N:21]([CH3:22])[N:20]=[C:19]([CH3:23])[C:18]=2/[CH:24]=[CH:25]/[CH2:26][OH:27])=[CH:11][C:3]=1[O:4][C@@H:5]([CH3:10])[C:6]([O:8][CH3:9])=[O:7].[CH2:28]([N:30]=[C:31]=[O:32])[CH3:29]. (9) Given the product [Cl:1][C:2]1[C:3]([N:13]2[CH2:18][CH2:17][N:16]([C:20]([NH:19][CH2:22][C:23]3[CH:28]=[CH:27][CH:26]=[C:25]([CH3:29])[CH:24]=3)=[O:21])[CH2:15][CH2:14]2)=[N:4][CH:5]=[C:6]([CH:12]=1)[C:7]([O:9][CH2:10][CH3:11])=[O:8], predict the reactants needed to synthesize it. The reactants are: [Cl:1][C:2]1[C:3]([N:13]2[CH2:18][CH2:17][NH:16][CH2:15][CH2:14]2)=[N:4][CH:5]=[C:6]([CH:12]=1)[C:7]([O:9][CH2:10][CH3:11])=[O:8].[N:19]([CH2:22][C:23]1[CH:28]=[CH:27][CH:26]=[C:25]([CH3:29])[CH:24]=1)=[C:20]=[O:21]. (10) Given the product [C:21]([O:25][C:26]([N:28]1[CH2:32][CH2:31][CH:30]([CH2:33][N:1]2[C:9]3[C:4](=[CH:5][C:6]([C:10]([N:12]4[CH2:13][CH2:14][N:15]([CH:18]([CH3:20])[CH3:19])[CH2:16][CH2:17]4)=[O:11])=[CH:7][CH:8]=3)[CH:3]=[CH:2]2)[CH2:29]1)=[O:27])([CH3:24])([CH3:22])[CH3:23], predict the reactants needed to synthesize it. The reactants are: [NH:1]1[C:9]2[C:4](=[CH:5][C:6]([C:10]([N:12]3[CH2:17][CH2:16][N:15]([CH:18]([CH3:20])[CH3:19])[CH2:14][CH2:13]3)=[O:11])=[CH:7][CH:8]=2)[CH:3]=[CH:2]1.[C:21]([O:25][C:26]([N:28]1[CH2:32][CH2:31][CH:30]([CH2:33]O)[CH2:29]1)=[O:27])([CH3:24])([CH3:23])[CH3:22].C(C=P(CCCC)(CCCC)CCCC)#N.